This data is from Reaction yield outcomes from USPTO patents with 853,638 reactions. The task is: Predict the reaction yield, written as a fraction of the theoretical maximum amount of product (1.0 means a 100% yield; for example, 0.34 means a 34% yield). (1) The reactants are [Cl:1][C:2]1[CH:8]=[CH:7][C:5]([NH2:6])=[C:4]([N+:9]([O-:11])=[O:10])[CH:3]=1.[N+:12]([O-])([O-])=O.[Na+].[Sn](Cl)Cl. The catalyst is Cl.O. The product is [ClH:1].[Cl:1][C:2]1[CH:8]=[CH:7][C:5]([NH:6][NH2:12])=[C:4]([N+:9]([O-:11])=[O:10])[CH:3]=1. The yield is 0.630. (2) The reactants are [C:1]1([CH:7]([CH2:11][CH3:12])[C:8]([OH:10])=O)[CH:6]=[CH:5][CH:4]=[CH:3][CH:2]=1.S(Cl)(Cl)=O.C[Si](C)(C)[O:19][CH:20](O[Si](C)(C)C)CO[Si](C)(C)C.Cl. The catalyst is C1(C)C=CC=CC=1.C(OCC)C.O.O1CCOCC1. The product is [OH:19][CH2:20][C:8](=[O:10])[CH:7]([C:1]1[CH:2]=[CH:3][CH:4]=[CH:5][CH:6]=1)[CH2:11][CH3:12]. The yield is 0.800. (3) The reactants are [Cl:1][C:2]1[C:3]([C:12]([F:15])([F:14])[F:13])=[N:4][N:5]([CH2:8][C:9]([OH:11])=O)[C:6]=1[CH3:7].[F:16][C:17]1[CH:22]=[C:21]([F:23])[CH:20]=[CH:19][C:18]=1[N:24]1[C:32]2[CH2:31][CH2:30][CH2:29][NH:28][C:27]=2[CH:26]=[N:25]1. No catalyst specified. The product is [Cl:1][C:2]1[C:3]([C:12]([F:15])([F:14])[F:13])=[N:4][N:5]([CH2:8][C:9]([N:28]2[CH2:29][CH2:30][CH2:31][C:32]3[N:24]([C:18]4[CH:19]=[CH:20][C:21]([F:23])=[CH:22][C:17]=4[F:16])[N:25]=[CH:26][C:27]2=3)=[O:11])[C:6]=1[CH3:7]. The yield is 0.700. (4) The reactants are Br[C:2]1[C:3]2[C:8]([CH:9]=[C:10]3[C:15]=1[CH:14]=[CH:13][CH:12]=[CH:11]3)=[CH:7][CH:6]=[CH:5][CH:4]=2.[CH3:16][Si:17]([C:20]#[CH:21])([CH3:19])[CH3:18]. The catalyst is C(NC(C)C)(C)C.[Pd](Cl)Cl.C1(P(C2C=CC=CC=2)C2C=CC=CC=2)C=CC=CC=1.C1(P(C2C=CC=CC=2)C2C=CC=CC=2)C=CC=CC=1.[Cu](I)I. The product is [CH3:16][Si:17]([CH3:19])([CH3:18])[C:20]1[C:4]2[C:3]([CH:2]=[C:15]3[C:21]=1[C:11]([C:10]#[CH:9])=[CH:12][CH:13]=[CH:14]3)=[CH:8][CH:7]=[CH:6][CH:5]=2. The yield is 0.833. (5) The reactants are [NH2:1][C:2]1[CH:7]=[CH:6][C:5]([C:8]2[CH:13]=[CH:12][CH:11]=[C:10]([Cl:14])[CH:9]=2)=[CH:4][C:3]=1[C:15](=[O:17])[CH3:16].[BH4-].[Na+].C(OCC)(=O)C. The catalyst is CO. The product is [NH2:1][C:2]1[CH:7]=[CH:6][C:5]([C:8]2[CH:13]=[CH:12][CH:11]=[C:10]([Cl:14])[CH:9]=2)=[CH:4][C:3]=1[CH:15]([OH:17])[CH3:16]. The yield is 0.580. (6) The reactants are [CH3:1][O:2][C:3]([C:5]1[S:6][C:7]([CH:11]=[O:12])=[CH:8][C:9]=1[CH3:10])=[O:4].CC(=CC)C.[Cl-].[Na+].[O:20]1CCOCC1. The catalyst is O. The product is [CH3:1][O:2][C:3]([C:5]1[S:6][C:7]([C:11]([OH:20])=[O:12])=[CH:8][C:9]=1[CH3:10])=[O:4]. The yield is 0.900. (7) The reactants are Br[C:2]1[CH:7]=[C:6]([O:8][C:9]([F:12])([F:11])[F:10])[CH:5]=[CH:4][C:3]=1[O:13][C@H:14]([CH2:16][CH:17]=[CH2:18])[CH3:15].FC1C(F)=CC([B:27]2[O:34][C:33](=[O:35])[CH2:32][N:31]([CH3:36])[CH2:30][C:29](=[O:37])[O:28]2)=C(O[C@H](CC=C)C)C=1. No catalyst specified. The product is [CH3:36][N:31]1[CH2:32][C:33](=[O:35])[O:34][B:27]([C:2]2[CH:7]=[C:6]([O:8][C:9]([F:12])([F:11])[F:10])[CH:5]=[CH:4][C:3]=2[O:13][C@H:14]([CH2:16][CH:17]=[CH2:18])[CH3:15])[O:28][C:29](=[O:37])[CH2:30]1. The yield is 0.680. (8) The reactants are [F:1][C:2]([F:9])([F:8])[C:3](=[CH2:7])[C:4]([OH:6])=[O:5].[C:10]([OH:13])(=[S:12])[CH3:11]. No catalyst specified. The product is [C:10]([S:12][CH2:7][CH:3]([C:2]([F:9])([F:8])[F:1])[C:4]([OH:6])=[O:5])(=[O:13])[CH3:11]. The yield is 0.840. (9) The reactants are [Cl:1][C:2]1[CH:3]=[C:4]2[C:9](=[CH:10][C:11]=1[OH:12])[NH:8][C:7](=[O:13])[C:6]([CH:14]=O)=[CH:5]2.[NH2:16][C:17]1[CH:24]=[CH:23][C:20]([C:21]#[N:22])=[C:19]([O:25][CH3:26])[CH:18]=1.C(O)(=O)C.C(O[BH-](OC(=O)C)OC(=O)C)(=O)C.[Na+]. The catalyst is C(Cl)Cl.CCOC(C)=O. The product is [Cl:1][C:2]1[CH:3]=[C:4]2[C:9](=[CH:10][C:11]=1[OH:12])[NH:8][C:7](=[O:13])[C:6]([CH2:14][NH:16][C:17]1[CH:24]=[CH:23][C:20]([C:21]#[N:22])=[C:19]([O:25][CH3:26])[CH:18]=1)=[CH:5]2. The yield is 0.202. (10) The product is [ClH:16].[ClH:16].[CH2:1]([C:3]1[NH:4][CH:5]=[C:6]([CH:8]2[CH2:13][CH2:12][NH:11][CH2:10][CH2:9]2)[N:7]=1)[CH3:2]. The yield is 0.810. The reactants are [CH2:1]([C:3]1[NH:4][CH:5]=[C:6]([C:8]2[CH:13]=[CH:12][N:11]=[CH:10][CH:9]=2)[N:7]=1)[CH3:2].[H][H].[ClH:16]. The catalyst is [C].[Rh].